The task is: Predict the reactants needed to synthesize the given product.. This data is from Full USPTO retrosynthesis dataset with 1.9M reactions from patents (1976-2016). (1) Given the product [CH2:26]([C:33]1[CH:38]=[C:37]([CH2:39][CH3:40])[CH:36]=[CH:35][C:34]=1[O:20][CH:18]([CH3:19])[CH2:17][CH2:16][O:15][C:12]1[CH:11]=[CH:10][C:9]([O:8][C:5]([CH3:6])([CH3:7])[C:4]([OH:3])=[O:25])=[CH:14][CH:13]=1)[C:27]1[CH:28]=[CH:29][CH:30]=[CH:31][CH:32]=1, predict the reactants needed to synthesize it. The reactants are: C([O:3][C:4](=[O:25])[C:5]([O:8][C:9]1[CH:14]=[CH:13][C:12]([O:15][CH2:16][CH2:17][CH:18]([O:20]S(C)(=O)=O)[CH3:19])=[CH:11][CH:10]=1)([CH3:7])[CH3:6])C.[CH2:26]([C:33]1[CH:38]=[C:37]([CH2:39][CH3:40])[CH:36]=[CH:35][C:34]=1O)[C:27]1[CH:32]=[CH:31][CH:30]=[CH:29][CH:28]=1. (2) Given the product [Br:1][C:2]1[CH:3]=[CH:4][C:5]2[N:6]([C:10]([C:11]([O:13][CH2:14][CH3:15])=[O:12])=[CH:16][N:8]=2)[CH:7]=1, predict the reactants needed to synthesize it. The reactants are: [Br:1][C:2]1[CH:3]=[CH:4][C:5]([NH2:8])=[N:6][CH:7]=1.Cl[CH:10]([CH:16]=O)[C:11]([O:13][CH2:14][CH3:15])=[O:12].C(O)C. (3) Given the product [C:1]([C:5]1[CH:6]=[C:7]2[C:11](=[CH:12][CH:13]=1)[C:10](=[O:14])[N:9]([C:15]1[C:16]([CH2:36][OH:37])=[C:17]([C:39]3[CH:40]=[C:41]([NH:47][C:48]4[CH:52]=[CH:51][N:50]([CH:53]5[CH2:56][N:55]([C:57]([O:59][C:60]([CH3:63])([CH3:62])[CH3:61])=[O:58])[CH2:54]5)[N:49]=4)[C:42](=[O:46])[N:43]([CH3:45])[N:44]=3)[CH:18]=[CH:19][CH:20]=1)[CH2:8]2)([CH3:4])([CH3:2])[CH3:3], predict the reactants needed to synthesize it. The reactants are: [C:1]([C:5]1[CH:6]=[C:7]2[C:11](=[CH:12][CH:13]=1)[C:10](=[O:14])[N:9]([C:15]1[CH:20]=[CH:19][CH:18]=[C:17](C3C=C(NC4C=CN=CN=4)C(=O)N(C)N=3)[C:16]=1[CH2:36][OH:37])[CH2:8]2)([CH3:4])([CH3:3])[CH3:2].Cl[C:39]1[CH:40]=[C:41]([NH:47][C:48]2[CH:52]=[CH:51][N:50]([CH:53]3[CH2:56][N:55]([C:57]([O:59][C:60]([CH3:63])([CH3:62])[CH3:61])=[O:58])[CH2:54]3)[N:49]=2)[C:42](=[O:46])[N:43]([CH3:45])[N:44]=1.C(OCC1C(B2OC(C)(C)C(C)(C)O2)=CC=CC=1N1CC2C(=CC=C(C(C)(C)C)C=2)C1=O)(=O)C. (4) Given the product [ClH:31].[CH:1]1([NH:5][CH:6]2[CH2:7][N:8]([C:10]([C:12]3[CH:13]=[C:14]([CH:27]=[CH:28][C:29]=3[F:30])[CH2:15][C:16]3[C:25]4[C:20](=[CH:21][CH:22]=[CH:23][CH:24]=4)[C:19](=[O:26])[NH:18][N:17]=3)=[O:11])[CH2:9]2)[CH2:4][CH2:3][CH2:2]1, predict the reactants needed to synthesize it. The reactants are: [CH:1]1([NH:5][CH:6]2[CH2:9][N:8]([C:10]([C:12]3[CH:13]=[C:14]([CH:27]=[CH:28][C:29]=3[F:30])[CH2:15][C:16]3[C:25]4[C:20](=[CH:21][CH:22]=[CH:23][CH:24]=4)[C:19](=[O:26])[NH:18][N:17]=3)=[O:11])[CH2:7]2)[CH2:4][CH2:3][CH2:2]1.[ClH:31]. (5) Given the product [CH3:1][C:2]1[C:7]([B:8]2[O:12][C:11]([CH3:13])([CH3:14])[C:10]([CH3:16])([CH3:15])[O:9]2)=[CH:6][CH:5]=[CH:4][C:3]=1[NH:17][C:23](=[O:24])[C:22]1[CH:26]=[CH:27][CH:28]=[C:20]([C:19]([F:18])([F:29])[F:30])[CH:21]=1, predict the reactants needed to synthesize it. The reactants are: [CH3:1][C:2]1[C:7]([B:8]2[O:12][C:11]([CH3:14])([CH3:13])[C:10]([CH3:16])([CH3:15])[O:9]2)=[CH:6][CH:5]=[CH:4][C:3]=1[NH2:17].[F:18][C:19]([F:30])([F:29])[C:20]1[CH:21]=[C:22]([CH:26]=[CH:27][CH:28]=1)[C:23](Cl)=[O:24].C(N(CC)CC)C.